Dataset: Full USPTO retrosynthesis dataset with 1.9M reactions from patents (1976-2016). Task: Predict the reactants needed to synthesize the given product. (1) Given the product [ClH:34].[Cl:34][C:32]1[CH:31]=[CH:30][C:28]2[CH:29]=[C:24]([S:21]([N:18]3[CH2:19][CH2:20][N:15]([CH2:14][CH:11]4[CH2:10][CH2:9][NH:8][CH2:13][CH2:12]4)[C:16](=[O:35])[CH2:17]3)(=[O:22])=[O:23])[CH2:25][O:26][C:27]=2[CH:33]=1, predict the reactants needed to synthesize it. The reactants are: C(OC([N:8]1[CH2:13][CH2:12][CH:11]([CH2:14][N:15]2[CH2:20][CH2:19][N:18]([S:21]([C:24]3[CH2:25][O:26][C:27]4[CH:33]=[C:32]([Cl:34])[CH:31]=[CH:30][C:28]=4[CH:29]=3)(=[O:23])=[O:22])[CH2:17][C:16]2=[O:35])[CH2:10][CH2:9]1)=O)(C)(C)C.Cl. (2) Given the product [CH3:32][C:15]([CH2:16][CH2:17][CH:18]=[C:19]([CH3:31])[CH2:20][CH2:21][CH:22]=[C:23]([CH3:30])[CH2:24][CH2:25][CH:26]=[C:27]([CH3:28])[CH3:29])=[CH:14][CH2:13][CH2:12][CH2:11][O:10][CH2:34][C@@H:35]([C@@H:37]([CH2:39][OH:40])[OH:38])[OH:36], predict the reactants needed to synthesize it. The reactants are: C1(C)C=CC(S([O:10][CH2:11][CH2:12][CH2:13][CH:14]=[C:15]([CH3:32])[CH2:16][CH2:17][CH:18]=[C:19]([CH3:31])[CH2:20][CH2:21][CH:22]=[C:23]([CH3:30])[CH2:24][CH2:25][CH:26]=[C:27]([CH3:29])[CH3:28])(=O)=O)=CC=1.[CH2:34](O)[C@@H:35]([C@@H:37]([CH2:39][OH:40])[OH:38])[OH:36].OCC(CO)O. (3) Given the product [CH2:1]([O:3][C:4]1[CH:5]=[C:6]([C:13](=[O:21])[CH2:14][CH2:15][C:16]([NH:48][C:46]2[CH:47]=[C:42]([C:36]3[CH:41]=[CH:40][CH:39]=[CH:38][CH:37]=3)[N:43]=[C:44]([C:49]3[CH:50]=[CH:51][CH:52]=[CH:53][CH:54]=3)[CH:45]=2)=[O:18])[CH:7]=[CH:8][C:9]=1[O:10][CH2:11][CH3:12])[CH3:2], predict the reactants needed to synthesize it. The reactants are: [CH2:1]([O:3][C:4]1[CH:5]=[C:6]([C:13]([O:21]C)(OC)[CH2:14][CH2:15][C:16]([O-:18])=O)[CH:7]=[CH:8][C:9]=1[O:10][CH2:11][CH3:12])[CH3:2].[K+].ClC1C=C(Cl)C=C(Cl)C=1C(Cl)=O.[C:36]1([C:42]2[CH:47]=[C:46]([NH2:48])[CH:45]=[C:44]([C:49]3[CH:54]=[CH:53][CH:52]=[CH:51][CH:50]=3)[N:43]=2)[CH:41]=[CH:40][CH:39]=[CH:38][CH:37]=1.FC(F)(F)C(O)=O. (4) Given the product [NH2:6][C:5]1[CH:7]=[CH:8][C:2]([O:1][C:16]2[CH:21]=[CH:20][N:19]=[C:18]([C:22]([O:24][C:25]([CH3:28])([CH3:27])[CH3:26])=[O:23])[CH:17]=2)=[CH:3][CH:4]=1, predict the reactants needed to synthesize it. The reactants are: [OH:1][C:2]1[CH:8]=[CH:7][C:5]([NH2:6])=[CH:4][CH:3]=1.CC(C)([O-])C.[K+].Cl[C:16]1[CH:21]=[CH:20][N:19]=[C:18]([C:22]([O:24][C:25]([CH3:28])([CH3:27])[CH3:26])=[O:23])[CH:17]=1.C(=O)([O-])[O-].[K+].[K+].